This data is from Forward reaction prediction with 1.9M reactions from USPTO patents (1976-2016). The task is: Predict the product of the given reaction. (1) The product is: [Br-:7].[CH2:8]([N+:4]1[CH:5]=[CH:6][N:2]([CH3:1])[CH:3]=1)[CH2:9][CH2:10][CH2:11][CH2:12][CH2:13][CH2:14][CH2:15][CH2:16][CH3:17]. Given the reactants [CH3:1][N:2]1[CH:6]=[CH:5][N:4]=[CH:3]1.[Br:7][CH2:8][CH2:9][CH2:10][CH2:11][CH2:12][CH2:13][CH2:14][CH2:15][CH2:16][CH3:17], predict the reaction product. (2) Given the reactants [O:1]=[C:2]1[C:10]2[C:5](=[CH:6][CH:7]=[CH:8][CH:9]=2)[C:4](=[O:11])[N:3]1[CH2:12][CH2:13]/[CH:14]=[CH:15]/[C:16]1[CH:28]=[CH:27][C:19]([C:20]([O:22][C:23]([CH3:26])([CH3:25])[CH3:24])=[O:21])=[CH:18][CH:17]=1, predict the reaction product. The product is: [O:1]=[C:2]1[C:10]2[C:5](=[CH:6][CH:7]=[CH:8][CH:9]=2)[C:4](=[O:11])[N:3]1[CH2:12][CH2:13][CH2:14][CH2:15][C:16]1[CH:17]=[CH:18][C:19]([C:20]([O:22][C:23]([CH3:24])([CH3:25])[CH3:26])=[O:21])=[CH:27][CH:28]=1.